This data is from Full USPTO retrosynthesis dataset with 1.9M reactions from patents (1976-2016). The task is: Predict the reactants needed to synthesize the given product. Given the product [F:1][C:2]1[CH:3]=[C:4]([NH2:26])[C:5]([NH:9][CH:10]2[CH2:15][CH2:14][N:13]([C@H:16]3[CH2:21][CH2:20][C@H:19]([O:22][CH:23]([CH3:24])[CH3:25])[CH2:18][CH2:17]3)[CH2:12][CH2:11]2)=[CH:6][C:7]=1[CH3:8], predict the reactants needed to synthesize it. The reactants are: [F:1][C:2]1[C:7]([CH3:8])=[CH:6][C:5]([NH:9][CH:10]2[CH2:15][CH2:14][N:13]([C@H:16]3[CH2:21][CH2:20][C@H:19]([O:22][CH:23]([CH3:25])[CH3:24])[CH2:18][CH2:17]3)[CH2:12][CH2:11]2)=[C:4]([N+:26]([O-])=O)[CH:3]=1.O.NN.